From a dataset of Reaction yield outcomes from USPTO patents with 853,638 reactions. Predict the reaction yield, written as a fraction of the theoretical maximum amount of product (1.0 means a 100% yield; for example, 0.34 means a 34% yield). (1) The reactants are C(OC([N:11]1[CH2:16][CH2:15][N:14]([C:17]([CH:19]2[CH2:24][CH2:23][N:22]([C:25]3[C:30]([Cl:31])=[CH:29][N:28]=[CH:27][C:26]=3[Cl:32])[CH2:21][CH2:20]2)=[O:18])[CH2:13][CH2:12]1)=O)C1C=CC=CC=1.C[Si](I)(C)C. The catalyst is C(Cl)Cl. The product is [Cl:31][C:30]1[CH:29]=[N:28][CH:27]=[C:26]([Cl:32])[C:25]=1[N:22]1[CH2:21][CH2:20][CH:19]([C:17]([N:14]2[CH2:15][CH2:16][NH:11][CH2:12][CH2:13]2)=[O:18])[CH2:24][CH2:23]1. The yield is 0.940. (2) The reactants are [CH3:1][O:2][C:3]1[CH:8]=[CH:7][C:6]([C:9]([OH:11])=[O:10])=[CH:5][C:4]=1[C:12]([OH:14])=[O:13].C(=O)([O-])[O-].[K+].[K+].Cl.[N:22]1[CH:27]=[CH:26][CH:25]=[CH:24][C:23]=1CCl.[CH3:30][N:31]([CH:33]=O)C. No catalyst specified. The product is [N:31]1[CH:33]=[CH:5][C:4]([CH:12]([O:10][C:9](=[O:11])[C:6]2[CH:7]=[CH:8][C:3]([O:2][CH3:1])=[C:4]([C:12]([OH:14])=[O:13])[CH:5]=2)[C:25]2[CH:24]=[CH:23][N:22]=[CH:27][CH:26]=2)=[CH:3][CH:30]=1. The yield is 0.480. (3) The reactants are [C:1]([S@:5](/[N:7]=[C:8](/[CH:21]([CH3:23])[CH3:22])\[CH2:9][C@H:10]([C:12]1[S:13][CH:14]=[C:15]([C:17]([O:19][CH3:20])=[O:18])[N:16]=1)[OH:11])=[O:6])([CH3:4])([CH3:3])[CH3:2].[BH4-].[Na+]. The catalyst is C1COCC1.[O-]CC.[O-]CC.[O-]CC.[O-]CC.[Ti+4]. The product is [CH3:3][C:1]([CH3:4])([S@@:5]([NH:7][C@@H:8]([CH:21]([CH3:22])[CH3:23])[CH2:9][C@H:10]([C:12]1[S:13][CH:14]=[C:15]([C:17]([O:19][CH3:20])=[O:18])[N:16]=1)[OH:11])=[O:6])[CH3:2]. The yield is 0.640. (4) The reactants are ClC1C=C([NH:9][C:10]([N:12]2[CH2:17][CH2:16][N:15](C[C@@H]3CCCNC3)[CH2:14][CH2:13]2)=[O:11])C=CC=1Cl.COCCOC1C=CC(C=O)=CN=1.C(O[BH-](OC(=O)C)OC(=O)C)(=O)C.[Na+]. The catalyst is ClCCl. The product is [N:12]1([C:10]([NH2:9])=[O:11])[CH2:17][CH2:16][NH:15][CH2:14][CH2:13]1. The yield is 0.270. (5) The reactants are [Br:1][C:2]1[CH:7]=[CH:6][CH:5]=[C:4]([CH2:8][CH3:9])[C:3]=1[OH:10].[C:11](O)(=[O:13])C. No catalyst specified. The product is [Br:1][C:2]1[CH:7]=[C:6]([CH:5]=[C:4]([CH2:8][CH3:9])[C:3]=1[OH:10])[CH:11]=[O:13]. The yield is 0.460. (6) The reactants are C([O:3][C:4](=O)[CH2:5][N:6]([CH2:14][C:15]1[CH:20]=[C:19]([Cl:21])[CH:18]=[CH:17][C:16]=1[NH2:22])[C:7]([O:9][C:10]([CH3:13])([CH3:12])[CH3:11])=[O:8])C.CC(C)([O-])C.[K+].O.[Cl-].[NH4+]. The catalyst is O1CCCC1.C(OCC)(=O)C. The product is [C:10]([O:9][C:7]([N:6]1[CH2:14][C:15]2[CH:20]=[C:19]([Cl:21])[CH:18]=[CH:17][C:16]=2[NH:22][C:4](=[O:3])[CH2:5]1)=[O:8])([CH3:13])([CH3:12])[CH3:11]. The yield is 0.880. (7) The reactants are C[O:2][C:3](=O)[C@@H:4]([N:18]1[C:24](=[O:25])[CH2:23][CH2:22][N:21]([C:26]2[CH:31]=[CH:30][C:29]([C:32]([F:35])([F:34])[F:33])=[C:28]([Cl:36])[CH:27]=2)[CH2:20][CH2:19]1)[CH2:5][CH2:6][C:7]([N:9]1[CH2:16][CH2:15][C:12]2([CH2:14][CH2:13]2)[C@H:11]([OH:17])[CH2:10]1)=[O:8].[Li+].[BH4-]. The catalyst is CO. The product is [Cl:36][C:28]1[CH:27]=[C:26]([N:21]2[CH2:22][CH2:23][C:24](=[O:25])[N:18]([C@H:4]([CH2:3][OH:2])[CH2:5][CH2:6][C:7]([N:9]3[CH2:16][CH2:15][C:12]4([CH2:13][CH2:14]4)[C@H:11]([OH:17])[CH2:10]3)=[O:8])[CH2:19][CH2:20]2)[CH:31]=[CH:30][C:29]=1[C:32]([F:34])([F:35])[F:33]. The yield is 0.620.